The task is: Predict which catalyst facilitates the given reaction.. This data is from Catalyst prediction with 721,799 reactions and 888 catalyst types from USPTO. (1) Product: [NH2:21][CH:18]([C:9]1[N:10]=[C:11]2[S:17][CH2:16][CH2:15][N:12]2[C:13](=[O:14])[C:8]=1[CH2:1][C:2]1[CH:3]=[CH:4][CH:5]=[CH:6][CH:7]=1)[CH2:19][CH3:20]. The catalyst class is: 8. Reactant: [CH2:1]([C:8]1[C:13](=[O:14])[N:12]2[CH2:15][CH2:16][S:17][C:11]2=[N:10][C:9]=1[CH:18]([N:21]1C(=O)C2C(=CC=CC=2)C1=O)[CH2:19][CH3:20])[C:2]1[CH:7]=[CH:6][CH:5]=[CH:4][CH:3]=1.O.NN. (2) Reactant: Br[C:2]1[CH:7]=[CH:6][C:5]([O:8][CH3:9])=[CH:4][C:3]=1[C:10]([F:13])([F:12])[F:11].[I-:14].[Na+].CN[C@@H]1CCCC[C@H]1NC. Product: [I:14][C:2]1[CH:7]=[CH:6][C:5]([O:8][CH3:9])=[CH:4][C:3]=1[C:10]([F:13])([F:12])[F:11]. The catalyst class is: 830. (3) Reactant: C(OC(=O)[NH:7][C:8]1[CH:13]=[CH:12][CH:11]=[CH:10][C:9]=1[NH:14][C:15]([C:17]1[O:18][C:19]2[CH:25]=[CH:24][C:23]([CH2:26][CH2:27][OH:28])=[CH:22][C:20]=2[CH:21]=1)=[O:16])(C)(C)C.Cl. The catalyst class is: 523. Product: [NH2:7][C:8]1[CH:13]=[CH:12][CH:11]=[CH:10][C:9]=1[NH:14][C:15]([C:17]1[O:18][C:19]2[CH:25]=[CH:24][C:23]([CH2:26][CH2:27][OH:28])=[CH:22][C:20]=2[CH:21]=1)=[O:16]. (4) Reactant: [Br:1][C:2]1[CH:7]=[CH:6][C:5]([CH:8]2[CH2:10][O:9]2)=[CH:4][C:3]=1[Cl:11].[NH2:12][CH2:13][CH2:14][OH:15]. Product: [Br:1][C:2]1[CH:7]=[CH:6][C:5]([CH:8]([OH:9])[CH2:10][NH:12][CH2:13][CH2:14][OH:15])=[CH:4][C:3]=1[Cl:11]. The catalyst class is: 220. (5) Reactant: [CH3:1][O:2][C:3]1[CH:8]=[C:7]([CH:9]=[O:10])[CH:6]=[CH:5][C:4]=1[C:11]1[CH:16]=[CH:15][CH:14]=[C:13]([CH3:17])[CH:12]=1.[S:18]1[CH:22]=[CH:21][CH:20]=[C:19]1[Mg]Br. Product: [CH3:1][O:2][C:3]1[CH:8]=[C:7]([CH:9]([C:19]2[S:18][CH:22]=[CH:21][CH:20]=2)[OH:10])[CH:6]=[CH:5][C:4]=1[C:11]1[CH:16]=[CH:15][CH:14]=[C:13]([CH3:17])[CH:12]=1. The catalyst class is: 1. (6) Reactant: [CH3:1][P:2](=[O:7])([O:5][CH3:6])[O:3][CH3:4].[Li]CCCC.[C:13]([O:17][C:18]([NH:20][C@@H:21]([CH2:26][CH:27]=[CH2:28])[C:22](OC)=[O:23])=[O:19])([CH3:16])([CH3:15])[CH3:14]. Product: [CH3:4][O:3][P:2]([CH2:1][C:22](=[O:23])[C@@H:21]([NH:20][C:18]([O:17][C:13]([CH3:16])([CH3:15])[CH3:14])=[O:19])[CH2:26][CH:27]=[CH2:28])(=[O:7])[O:5][CH3:6]. The catalyst class is: 1. (7) Reactant: C([O:3][C:4]([C:6]1[NH:7][C:8]([CH3:22])=[C:9]([C:12]2[CH:17]=[CH:16][N:15]=[C:14]([NH:18][CH:19]([CH3:21])[CH3:20])[N:13]=2)[C:10]=1[CH3:11])=[O:5])C.[OH-].[Na+].Cl. Product: [CH:19]([NH:18][C:14]1[N:13]=[C:12]([C:9]2[C:10]([CH3:11])=[C:6]([C:4]([OH:5])=[O:3])[NH:7][C:8]=2[CH3:22])[CH:17]=[CH:16][N:15]=1)([CH3:21])[CH3:20]. The catalyst class is: 5. (8) Reactant: [Cl:1][C:2]1[CH:7]=[CH:6][C:5](B(O)O)=[CH:4][C:3]=1[C:11]([NH:13][CH2:14][C:15]12[CH2:24][CH:19]3[CH2:20][CH:21]([CH2:23][CH:17]([CH2:18]3)[CH2:16]1)[CH2:22]2)=[O:12].Br[C:26]1[CH:27]=[C:28]([OH:32])[CH:29]=[CH:30][CH:31]=1.C(=O)([O-])[O-].[K+].[K+].O1CCCC1. Product: [Cl:1][C:2]1[CH:7]=[CH:6][C:5]([C:26]2[CH:31]=[CH:30][CH:29]=[C:28]([OH:32])[CH:27]=2)=[CH:4][C:3]=1[C:11]([NH:13][CH2:14][C:15]12[CH2:24][CH:19]3[CH2:20][CH:21]([CH2:23][CH:17]([CH2:18]3)[CH2:16]1)[CH2:22]2)=[O:12]. The catalyst class is: 6.